This data is from Forward reaction prediction with 1.9M reactions from USPTO patents (1976-2016). The task is: Predict the product of the given reaction. (1) Given the reactants F[C:2]1(F)[CH2:6][N:5]([C:7](=[O:17])[C@@H:8]([NH:12]C(=O)OC)[CH:9]([CH3:11])[CH3:10])[C@H:4]([C:18]2[NH:22][C:21]3[CH:23]=[CH:24][C:25]([C:27]4[CH:32]=[CH:31][C:30](B5OC(C)(C)C(C)(C)O5)=[CH:29][CH:28]=4)=[CH:26][C:20]=3[N:19]=2)[CH2:3]1.Br[C:44]1[CH:71]=[CH:70][C:47]2[NH:48][C:49]([C@@H:51]3[CH2:63][N:61]4[C:62]5[CH:54]([C@@H:55]([NH:64][C:65](=[O:68])[O:66][CH3:67])[CH2:56][CH2:57][C:58]=5[CH:59]=[CH:60]4)[C:53](=[O:69])[CH2:52]3)=[N:50][C:46]=2[CH:45]=1.[C:72](=[O:75])([OH:74])[O-].[Na+].[C:77](O)(C)(C)C, predict the reaction product. The product is: [CH3:67][O:66][C:65](=[O:68])[NH:64][C@@H:55]1[CH:54]2[C:53](=[O:69])[CH2:52][C@H:51]([C:49]3[NH:50][C:46]4[CH:45]=[C:44]([C:30]5[CH:29]=[CH:28][C:27]([C:25]6[CH:24]=[CH:23][C:21]7[N:22]=[C:18]([C@@H:4]8[CH2:3][CH2:2][CH2:6][N:5]8[C:7](=[O:17])[C@@H:8]([NH:12][C:72]([O:74][CH3:77])=[O:75])[CH:9]([CH3:10])[CH3:11])[NH:19][C:20]=7[CH:26]=6)=[CH:32][CH:31]=5)[CH:71]=[CH:70][C:47]=4[N:48]=3)[CH2:63][N:61]3[C:62]2=[C:58]([CH:59]=[CH:60]3)[CH2:57][CH2:56]1. (2) Given the reactants Br[C:2]1[CH:3]=[C:4]2[C:8](=[CH:9][CH:10]=1)[NH:7][CH:6]=[C:5]2/[C:11](=[CH:14]/[C:15]1[CH:16]=[N:17][CH:18]=[CH:19][CH:20]=1)/[C:12]#[N:13].[O-]P([O-])([O-])=O.[K+].[K+].[K+].C(Cl)Cl.[F:32][C:33]1[CH:38]=[CH:37][C:36](B(O)O)=[CH:35][CH:34]=1, predict the reaction product. The product is: [F:32][C:33]1[CH:38]=[CH:37][C:36]([C:2]2[CH:3]=[C:4]3[C:8](=[CH:9][CH:10]=2)[NH:7][CH:6]=[C:5]3/[C:11](=[CH:14]/[C:15]2[CH:16]=[N:17][CH:18]=[CH:19][CH:20]=2)/[C:12]#[N:13])=[CH:35][CH:34]=1. (3) Given the reactants [C:1]([O:5][C:6]([N:8]([C:10]1[N:15]=[C:14]([CH:16](O)[CH3:17])[CH:13]=[CH:12][CH:11]=1)[CH3:9])=[O:7])([CH3:4])([CH3:3])[CH3:2].N(C(OCC)=O)=NC(OCC)=O.[CH2:31]([N:38]([CH2:47][C:48]([O:50][CH2:51][CH3:52])=[O:49])[CH2:39][C:40]1[CH:45]=[CH:44][C:43]([OH:46])=[CH:42][CH:41]=1)[C:32]1[CH:37]=[CH:36][CH:35]=[CH:34][CH:33]=1.C1C=CC(P(C2C=CC=CC=2)C2C=CC=CC=2)=CC=1, predict the reaction product. The product is: [CH2:31]([N:38]([CH2:47][C:48]([O:50][CH2:51][CH3:52])=[O:49])[CH2:39][C:40]1[CH:41]=[CH:42][C:43]([O:46][CH2:17][CH2:16][C:14]2[CH:13]=[CH:12][CH:11]=[C:10]([N:8]([C:6]([O:5][C:1]([CH3:4])([CH3:3])[CH3:2])=[O:7])[CH3:9])[N:15]=2)=[CH:44][CH:45]=1)[C:32]1[CH:33]=[CH:34][CH:35]=[CH:36][CH:37]=1. (4) Given the reactants [Cl:1][C:2]1[CH:3]=[C:4]([CH:8]=[C:9]([Cl:27])[C:10]=1[C:11]([N:13]1[C:21]2[CH:20]=[CH:19][N:18]=[C:17]([C:22]([CH:24]3[CH2:26][CH2:25]3)=[O:23])[C:16]=2[CH:15]=[CH:14]1)=[O:12])[C:5]([OH:7])=O.C(N=C=NCCCN(C)C)C.ON1C2C=CC=CC=2N=N1.[NH2:49][CH2:50][CH2:51][NH:52][C:53](=[O:59])[O:54][C:55]([CH3:58])([CH3:57])[CH3:56].C(=O)(O)[O-].[Na+], predict the reaction product. The product is: [Cl:1][C:2]1[CH:3]=[C:4]([CH:8]=[C:9]([Cl:27])[C:10]=1[C:11]([N:13]1[C:21]2[CH:20]=[CH:19][N:18]=[C:17]([C:22]([CH:24]3[CH2:25][CH2:26]3)=[O:23])[C:16]=2[CH:15]=[CH:14]1)=[O:12])[C:5]([NH:49][CH2:50][CH2:51][NH:52][C:53](=[O:59])[O:54][C:55]([CH3:57])([CH3:56])[CH3:58])=[O:7]. (5) The product is: [NH2:2][CH2:1][C:3]1([CH2:22][C:23]2[CH:24]=[CH:25][C:26]([F:29])=[CH:27][CH:28]=2)[CH2:4][CH2:5][N:6]([C:9]([CH:11]2[CH2:16][NH:15][C:14]3[CH:17]=[C:18]([Cl:21])[CH:19]=[CH:20][C:13]=3[O:12]2)=[O:10])[CH2:7][CH2:8]1. Given the reactants [C:1]([C:3]1([CH2:22][C:23]2[CH:28]=[CH:27][C:26]([F:29])=[CH:25][CH:24]=2)[CH2:8][CH2:7][N:6]([C:9]([CH:11]2[CH2:16][NH:15][C:14]3[CH:17]=[C:18]([Cl:21])[CH:19]=[CH:20][C:13]=3[O:12]2)=[O:10])[CH2:5][CH2:4]1)#[N:2].CO, predict the reaction product. (6) Given the reactants C([Li])CCC.Br[C:7]1[S:8][CH:9]=[C:10]([Br:12])[CH:11]=1.[N:13]1[O:14][CH2:15][CH:16]2[CH2:21][CH2:20][O:19][CH2:18][C:17]=12.[Cl-].[NH4+], predict the reaction product. The product is: [Br:12][C:10]1[CH:11]=[C:7]([C@@:17]23[CH2:18][O:19][CH2:20][CH2:21][C@H:16]2[CH2:15][O:14][NH:13]3)[S:8][CH:9]=1. (7) The product is: [N:38]([CH2:14][CH2:13][O:12][C@:8]([C@@H:20]1[CH2:25][CH2:24][CH2:23][N:22]([C:26]([O:28][C:29]([CH3:32])([CH3:31])[CH3:30])=[O:27])[CH2:21]1)([C:4]1[CH:5]=[CH:6][CH:7]=[C:2]([Cl:1])[CH:3]=1)[CH2:9][CH2:10][CH3:11])=[N+:39]=[N-:40]. Given the reactants [Cl:1][C:2]1[CH:3]=[C:4]([C@@:8]([C@@H:20]2[CH2:25][CH2:24][CH2:23][N:22]([C:26]([O:28][C:29]([CH3:32])([CH3:31])[CH3:30])=[O:27])[CH2:21]2)([O:12][CH2:13][CH2:14]OS(C)(=O)=O)[CH2:9][CH2:10][CH3:11])[CH:5]=[CH:6][CH:7]=1.CN(C=O)C.[N-:38]=[N+:39]=[N-:40].[Na+], predict the reaction product.